Dataset: Full USPTO retrosynthesis dataset with 1.9M reactions from patents (1976-2016). Task: Predict the reactants needed to synthesize the given product. (1) Given the product [Cl:20][C:21]([N:4]1[CH2:5][CH2:6][N:1]([C:7]([O:9][C:10]([CH3:13])([CH3:12])[CH3:11])=[O:8])[CH2:2][CH2:3]1)=[O:23], predict the reactants needed to synthesize it. The reactants are: [N:1]1([C:7]([O:9][C:10]([CH3:13])([CH3:12])[CH3:11])=[O:8])[CH2:6][CH2:5][NH:4][CH2:3][CH2:2]1.N1C=CC=CC=1.[Cl:20][C:21](Cl)([O:23]C(=O)OC(Cl)(Cl)Cl)Cl. (2) Given the product [F:1][C:2]1[C:10]([C:11]([F:14])([F:13])[F:12])=[N:9][CH:8]=[CH:7][C:3]=1[C:4]([N:49]1[CH2:50][CH2:51][C:46]2([O:45][CH2:44][CH2:43][O:42]2)[CH2:47][CH2:48]1)=[O:6], predict the reactants needed to synthesize it. The reactants are: [F:1][C:2]1[C:10]([C:11]([F:14])([F:13])[F:12])=[N:9][CH:8]=[CH:7][C:3]=1[C:4]([OH:6])=O.F[P-](F)(F)(F)(F)F.N1(O[P+](N(C)C)(N(C)C)N(C)C)C2C=CC=CC=2N=N1.[O:42]1[C:46]2([CH2:51][CH2:50][NH:49][CH2:48][CH2:47]2)[O:45][CH2:44][CH2:43]1.C(N(CC)CC)C.C(=O)(O)[O-].[Na+].